From a dataset of Forward reaction prediction with 1.9M reactions from USPTO patents (1976-2016). Predict the product of the given reaction. (1) Given the reactants [Cl:1][C:2]1[CH:7]=[CH:6][C:5]([C:8]2[CH:13]=[CH:12][C:11]([CH2:14][CH3:15])=[C:10]([N+:16]([O-])=O)[CH:9]=2)=[CH:4][CH:3]=1.O.[Cl-].[NH4+], predict the reaction product. The product is: [NH2:16][C:10]1[CH:9]=[C:8]([C:5]2[CH:6]=[CH:7][C:2]([Cl:1])=[CH:3][CH:4]=2)[CH:13]=[CH:12][C:11]=1[CH2:14][CH3:15]. (2) Given the reactants [Cl:1][C:2]1[CH:3]=[C:4]2[C:8](=[CH:9][CH:10]=1)[N:7](C(OC(C)(C)C)=O)[C:6]([S:18]([CH2:21][CH2:22][C:23]([N:25]1[CH2:30][CH2:29][CH:28]([C:31]3[NH:35][C:34]([CH3:36])=[N:33][C:32]=3[CH3:37])[CH2:27][CH2:26]1)=[O:24])(=[O:20])=[O:19])=[CH:5]2.C(N(CC)CC)C, predict the reaction product. The product is: [Cl:1][C:2]1[CH:3]=[C:4]2[C:8](=[CH:9][CH:10]=1)[NH:7][C:6]([S:18]([CH2:21][CH2:22][C:23]([N:25]1[CH2:26][CH2:27][CH:28]([C:31]3[NH:35][C:34]([CH3:36])=[N:33][C:32]=3[CH3:37])[CH2:29][CH2:30]1)=[O:24])(=[O:20])=[O:19])=[CH:5]2.